Dataset: Retrosynthesis with 50K atom-mapped reactions and 10 reaction types from USPTO. Task: Predict the reactants needed to synthesize the given product. Given the product Cc1ccn(-c2cc(-c3ccc(C)c(C)c3)ccc2[C@@H](Oc2cc(N3CCC4(CC3)CN[C@H](C(=O)OC(C)C)C4)nc(N)n2)C(F)(F)F)n1, predict the reactants needed to synthesize it. The reactants are: CC(C)O.Cc1ccn(-c2cc(-c3ccc(C)c(C)c3)ccc2[C@@H](Oc2cc(N3CCC4(CC3)CN[C@H](C(=O)O)C4)nc(N)n2)C(F)(F)F)n1.